Dataset: Full USPTO retrosynthesis dataset with 1.9M reactions from patents (1976-2016). Task: Predict the reactants needed to synthesize the given product. (1) The reactants are: [Br:1][CH2:2][C:3]1[CH:11]=[CH:10][C:6]([C:7](O)=[O:8])=[CH:5][C:4]=1[C:12]([F:15])([F:14])[F:13].C(Cl)(=O)C([Cl:19])=O. Given the product [Br:1][CH2:2][C:3]1[CH:11]=[CH:10][C:6]([C:7]([Cl:19])=[O:8])=[CH:5][C:4]=1[C:12]([F:15])([F:14])[F:13], predict the reactants needed to synthesize it. (2) Given the product [F:15][C:4]1[C:3]([CH2:2][C:16]#[N:17])=[C:12]2[C:7]([CH:8]=[CH:9][C:10]([O:13][CH3:14])=[N:11]2)=[CH:6][CH:5]=1, predict the reactants needed to synthesize it. The reactants are: Br[CH2:2][C:3]1[C:4]([F:15])=[CH:5][CH:6]=[C:7]2[C:12]=1[N:11]=[C:10]([O:13][CH3:14])[CH:9]=[CH:8]2.[C-:16]#[N:17].[K+].